This data is from Reaction yield outcomes from USPTO patents with 853,638 reactions. The task is: Predict the reaction yield, written as a fraction of the theoretical maximum amount of product (1.0 means a 100% yield; for example, 0.34 means a 34% yield). (1) The reactants are Cl.[Br:2][C:3]1[C:11]([Cl:12])=[CH:10][C:6]([C:7]([OH:9])=[O:8])=[C:5]([NH:13]N)[CH:4]=1.O=[C:16]1[CH2:21][CH2:20][CH2:19][CH:18]([C:22]([O:24][CH2:25][CH3:26])=[O:23])[CH2:17]1.C(O)(=O)C. The catalyst is C1(C)C=CC=CC=1. The product is [Br:2][C:3]1[C:11]([Cl:12])=[CH:10][C:6]([C:7]([OH:9])=[O:8])=[C:5]2[C:4]=1[C:21]1[CH2:20][CH2:19][CH:18]([C:22]([O:24][CH2:25][CH3:26])=[O:23])[CH2:17][C:16]=1[NH:13]2. The yield is 0.730. (2) The reactants are [NH2:1][C:2]1[N:10]=[CH:9][CH:8]=[CH:7][C:3]=1[C:4]([OH:6])=O.C(O)(=O)C.[CH:15](N)=[NH:16]. The catalyst is C(OCCO)C. The product is [N:1]1[C:2]2[N:10]=[CH:9][CH:8]=[CH:7][C:3]=2[C:4]([OH:6])=[N:16][CH:15]=1. The yield is 0.560. (3) The reactants are Cl[C:2]1[C:3]2[N:11]=[C:10]([C:12]3[CH:17]=[CH:16][C:15]([O:18][CH3:19])=[C:14]([O:20][CH3:21])[CH:13]=3)[CH:9]=[CH:8][C:4]=2[N:5]=[CH:6][N:7]=1.[O:22]([CH2:29][CH2:30]N1CCNCC1)[C:23]1[CH:28]=[CH:27][CH:26]=[CH:25][CH:24]=1.[CH:37](O)([CH3:39])C. No catalyst specified. The product is [O:22]([CH2:29][CH2:30][CH:39]1[CH2:37][NH:11][CH2:3][CH2:4][N:5]1[C:2]1[C:3]2[N:11]=[C:10]([C:12]3[CH:17]=[CH:16][C:15]([O:18][CH3:19])=[C:14]([O:20][CH3:21])[CH:13]=3)[CH:9]=[CH:8][C:4]=2[N:5]=[CH:6][N:7]=1)[C:23]1[CH:24]=[CH:25][CH:26]=[CH:27][CH:28]=1. The yield is 0.840.